Dataset: TCR-epitope binding with 47,182 pairs between 192 epitopes and 23,139 TCRs. Task: Binary Classification. Given a T-cell receptor sequence (or CDR3 region) and an epitope sequence, predict whether binding occurs between them. The epitope is KLNVGDYFV. The TCR CDR3 sequence is CASKEGNTGELFF. Result: 1 (the TCR binds to the epitope).